From a dataset of Full USPTO retrosynthesis dataset with 1.9M reactions from patents (1976-2016). Predict the reactants needed to synthesize the given product. (1) Given the product [CH:19]1([N:18]2[C:8]3[C:9](=[CH:22][C:23]([F:29])=[C:24]([Cl:28])[C:25]=3[O:26][CH3:27])[C:10](=[O:11])[C:12]([C:13]([O:15][CH3:16])=[O:14])=[CH:17]2)[CH2:21][CH2:20]1, predict the reactants needed to synthesize it. The reactants are: C([O-])([O-])=O.[K+].[K+].Cl[C:8]1[C:25]([O:26][CH3:27])=[C:24]([Cl:28])[C:23]([F:29])=[CH:22][C:9]=1[C:10]([C:12](=[CH:17][NH:18][CH:19]1[CH2:21][CH2:20]1)[C:13]([O:15][CH3:16])=[O:14])=[O:11]. (2) Given the product [Br:1][C:2]1[CH:17]=[CH:16][C:5]([C:6]2[CH2:8][CH2:12][CH2:11][N:10]=2)=[CH:4][CH:3]=1, predict the reactants needed to synthesize it. The reactants are: [Br:1][C:2]1[CH:17]=[CH:16][C:5]([C:6]([CH:8]2[CH2:12][CH2:11][N:10](C=C)C2=O)=O)=[CH:4][CH:3]=1. (3) The reactants are: C12N(C3C=NC4C(=CC=CC=4)N=3)CC1CCNC2.[CH:19]12[CH2:25][NH:24][CH:23]1[CH2:22][N:21]([C:26]([C:28]1[C:37]3[C:32](=[CH:33][CH:34]=[CH:35][CH:36]=3)[CH:31]=[CH:30][C:29]=1[O:38][CH2:39][CH3:40])=[O:27])[CH2:20]2.Cl[C:42]1[N:47]=[C:46]([O:48][CH3:49])[CH:45]=[C:44]([O:50][CH3:51])[N:43]=1. Given the product [CH3:51][O:50][C:44]1[CH:45]=[C:46]([O:48][CH3:49])[N:47]=[C:42]([N:24]2[CH2:25][CH:19]3[CH:23]2[CH2:22][N:21]([C:26]([C:28]2[C:37]4[C:32](=[CH:33][CH:34]=[CH:35][CH:36]=4)[CH:31]=[CH:30][C:29]=2[O:38][CH2:39][CH3:40])=[O:27])[CH2:20]3)[N:43]=1, predict the reactants needed to synthesize it. (4) The reactants are: [N+:1]([C:4]1[CH:18]=[CH:17][CH:16]=[CH:15][C:5]=1[O:6][C:7]1[CH:8]=[C:9]([CH:12]=[CH:13][CH:14]=1)[C:10]#[N:11])([O-])=O.Cl[Sn]Cl. Given the product [NH2:1][C:4]1[CH:18]=[CH:17][CH:16]=[CH:15][C:5]=1[O:6][C:7]1[CH:8]=[C:9]([CH:12]=[CH:13][CH:14]=1)[C:10]#[N:11], predict the reactants needed to synthesize it.